Dataset: Forward reaction prediction with 1.9M reactions from USPTO patents (1976-2016). Task: Predict the product of the given reaction. Given the reactants [OH:1][C:2]1[CH:10]=[CH:9][CH:8]=[C:4]([C:5]([OH:7])=[O:6])[C:3]=1[NH2:11].[Cl:12][C:13]1[CH:21]=[CH:20][C:16]([C:17](Cl)=O)=[CH:15][CH:14]=1.N1C=CC=CC=1.Cl.CC1C=CC(S(O)(=O)=O)=CC=1, predict the reaction product. The product is: [C:5]([O-:7])(=[O:6])[CH3:4].[Cl:12][C:13]1[CH:21]=[CH:20][C:16]([C:17]2[O:1][C:2]3[C:3](=[C:4]([C:5]([OH:7])=[O:6])[CH:8]=[CH:9][CH:10]=3)[N:11]=2)=[CH:15][CH:14]=1.